The task is: Binary Classification. Given a drug SMILES string, predict its activity (active/inactive) in a high-throughput screening assay against a specified biological target.. This data is from Cav3 T-type calcium channel HTS with 100,875 compounds. (1) The molecule is O=C1N(CC(=O)N2C1Cc1c([nH]c3c1cccc3)C2c1cc2OCOc2cc1)C. The result is 0 (inactive). (2) The drug is S(CC(=O)N1C(CCCC1)C)CC(=O)Nc1scc(n1)c1sccc1. The result is 1 (active). (3) The compound is O(C(=O)C=1C(NC(=O)NC1C)\C=C\c1ccccc1)C. The result is 0 (inactive). (4) The compound is O(c1n(nc2c1ccc(c2)C(=O)NCc1occc1)CC)CC. The result is 0 (inactive). (5) The compound is O1CCN(CC1)C(=O)c1c(NCc2ccccc2)nccc1. The result is 0 (inactive).